From a dataset of Forward reaction prediction with 1.9M reactions from USPTO patents (1976-2016). Predict the product of the given reaction. (1) Given the reactants Cl.Cl.[CH2:3]([CH:10]1[C:15]2[N:16]=[CH:17][NH:18][C:14]=2[CH2:13][CH2:12][NH:11]1)[C:4]1[CH:9]=[CH:8][CH:7]=[CH:6][CH:5]=1.C([O-])([O-])=O.[K+].[K+].Cl[C:26]([O:28][CH2:29][C:30]([Cl:33])([Cl:32])[Cl:31])=[O:27].[OH-].[Na+].Cl, predict the reaction product. The product is: [CH2:3]([CH:10]1[C:15]2[N:16]=[CH:17][NH:18][C:14]=2[CH2:13][CH2:12][N:11]1[C:26]([O:28][CH2:29][C:30]([Cl:33])([Cl:32])[Cl:31])=[O:27])[C:4]1[CH:5]=[CH:6][CH:7]=[CH:8][CH:9]=1. (2) Given the reactants [CH2:1]=[CH:2][CH2:3][CH2:4][CH2:5][CH3:6].C=CCC, predict the reaction product. The product is: [CH2:1]=[CH:2][CH2:3][CH3:4].[CH2:1]=[CH:2][CH2:3][CH2:4][CH2:5][CH3:6]. (3) Given the reactants [B:1](OC(C)C)([O:6]C(C)C)[O:2]C(C)C.Br[C:15]1[CH:16]=[C:17]([NH:22][S:23]([C:26]2[CH:31]=[CH:30][CH:29]=[CH:28][CH:27]=2)(=[O:25])=[O:24])[C:18]([Cl:21])=[N:19][CH:20]=1.C([Li])CCC, predict the reaction product. The product is: [Cl:21][C:18]1[N:19]=[CH:20][C:15]([B:1]([OH:6])[OH:2])=[CH:16][C:17]=1[NH:22][S:23]([C:26]1[CH:31]=[CH:30][CH:29]=[CH:28][CH:27]=1)(=[O:25])=[O:24]. (4) Given the reactants [F:1][C:2]1[CH:7]=[CH:6][C:5]([C:8]([F:11])([F:10])[F:9])=[CH:4][C:3]=1[OH:12].C(N(C(C)C)CC)(C)C.[CH3:22][O:23][CH2:24]Cl.O, predict the reaction product. The product is: [F:1][C:2]1[CH:7]=[CH:6][C:5]([C:8]([F:10])([F:11])[F:9])=[CH:4][C:3]=1[O:12][CH2:22][O:23][CH3:24]. (5) The product is: [F:1][C:2]1[C:7]([O:8][CH3:9])=[CH:6][CH:5]=[CH:4][C:3]=1[CH2:10][CH2:11][CH2:12][CH2:13][C:14]([OH:16])=[O:15]. Given the reactants [F:1][C:2]1[C:7]([O:8][CH3:9])=[CH:6][CH:5]=[CH:4][C:3]=1[CH:10]=[CH:11][CH2:12][CH2:13][C:14]([OH:16])=[O:15], predict the reaction product.